Dataset: Full USPTO retrosynthesis dataset with 1.9M reactions from patents (1976-2016). Task: Predict the reactants needed to synthesize the given product. (1) Given the product [C:22]1([P:28]([O:15][CH:13]([CH3:14])[CH2:12][CH:10]([O:9][C:1](=[O:8])[C:2]2[CH:7]=[CH:6][CH:5]=[CH:4][CH:3]=2)[CH3:11])([C:30]2[CH:35]=[CH:34][CH:33]=[CH:32][CH:31]=2)=[O:29])[CH:23]=[CH:24][CH:25]=[CH:26][CH:27]=1, predict the reactants needed to synthesize it. The reactants are: [C:1]([O:9][CH:10]([CH2:12][CH:13]([OH:15])[CH3:14])[CH3:11])(=[O:8])[C:2]1[CH:7]=[CH:6][CH:5]=[CH:4][CH:3]=1.N1C=CC=CC=1.[C:22]1([P:28](Cl)([C:30]2[CH:35]=[CH:34][CH:33]=[CH:32][CH:31]=2)=[O:29])[CH:27]=[CH:26][CH:25]=[CH:24][CH:23]=1. (2) The reactants are: [C:1]1([CH:7]2[CH2:9][CH:8]2C(O)=O)[CH:6]=[CH:5][CH:4]=[CH:3][CH:2]=1.C([N:15]([CH2:18]C)CC)C.C1C=CC(P(N=[N+]=[N-])(C2C=CC=CC=2)=[O:27])=CC=1. Given the product [N:15]([CH:8]1[CH2:9][CH:7]1[C:1]1[CH:2]=[CH:3][CH:4]=[CH:5][CH:6]=1)=[C:18]=[O:27], predict the reactants needed to synthesize it.